From a dataset of Reaction yield outcomes from USPTO patents with 853,638 reactions. Predict the reaction yield, written as a fraction of the theoretical maximum amount of product (1.0 means a 100% yield; for example, 0.34 means a 34% yield). (1) The reactants are [Cl:1][C:2]1[N:7]=[C:6]([NH:8][C@@H:9]2[CH2:14][CH2:13][CH2:12][NH:11][CH2:10]2)[C:5]([F:15])=[CH:4][N:3]=1.C(Cl)Cl.C([O-])([O-])=O.[K+].[K+].[C:25](Cl)(=[O:28])[CH:26]=[CH2:27]. The catalyst is O. The product is [Cl:1][C:2]1[N:7]=[C:6]([NH:8][C@@H:9]2[CH2:14][CH2:13][CH2:12][N:11]([C:25](=[O:28])[CH:26]=[CH2:27])[CH2:10]2)[C:5]([F:15])=[CH:4][N:3]=1. The yield is 0.910. (2) The reactants are [NH2:1][C:2]1[C:3]([C:12](=O)[CH2:13][CH3:14])=[CH:4][CH:5]=[C:6]2[C:11]=1[N:10]=[CH:9][CH:8]=[CH:7]2.[CH3:16][NH:17][S:18](Cl)(=[O:20])=[O:19].[BH4-].[Na+]. No catalyst specified. The product is [CH2:13]([CH:12]1[C:3]2[CH:4]=[CH:5][C:6]3[C:11](=[N:10][CH:9]=[CH:8][CH:7]=3)[C:2]=2[NH:1][S:18](=[O:20])(=[O:19])[N:17]1[CH3:16])[CH3:14]. The yield is 0.100. (3) The reactants are [NH2:1][C:2]1[CH:9]=[CH:8][C:5]([C:6]#[N:7])=[CH:4][CH:3]=1.[CH2:10]([O:12][C:13](=[O:24])[C:14](=[CH:20]OCC)[C:15]([O:17][CH2:18][CH3:19])=[O:16])[CH3:11].CCCCCC. The catalyst is C1(C)C=CC=CC=1. The product is [C:6]([C:5]1[CH:8]=[CH:9][C:2]([NH:1][CH:20]=[C:14]([C:13]([O:12][CH2:10][CH3:11])=[O:24])[C:15]([O:17][CH2:18][CH3:19])=[O:16])=[CH:3][CH:4]=1)#[N:7]. The yield is 0.850. (4) The catalyst is C(Cl)Cl.CCOC(C)=O. The yield is 0.740. The reactants are CCN(C(C)C)C(C)C.Cl.Cl.[CH3:12][C@H:13]1[C:21]2[C:20]([N:22]3[CH2:27][CH2:26][NH:25][CH2:24][CH2:23]3)=[N:19][CH:18]=[N:17][C:16]=2[CH2:15][CH2:14]1.[C:28]([O:32][C:33]([NH:35][CH2:36][CH2:37][C:38]([C:43]1[CH:48]=[CH:47][C:46]([Cl:49])=[CH:45][CH:44]=1)([CH3:42])[C:39](O)=[O:40])=[O:34])([CH3:31])([CH3:30])[CH3:29].F[P-](F)(F)(F)(F)F.N1(OC(N(C)C)=[N+](C)C)C2C=CC=CC=2N=N1. The product is [Cl:49][C:46]1[CH:47]=[CH:48][C:43]([C:38]([CH3:42])([C:39]([N:25]2[CH2:26][CH2:27][N:22]([C:20]3[C:21]4[C@H:13]([CH3:12])[CH2:14][CH2:15][C:16]=4[N:17]=[CH:18][N:19]=3)[CH2:23][CH2:24]2)=[O:40])[CH2:37][CH2:36][NH:35][C:33](=[O:34])[O:32][C:28]([CH3:30])([CH3:31])[CH3:29])=[CH:44][CH:45]=1. (5) The reactants are [CH:1]1([OH:7])[CH2:6][CH2:5][CH2:4][CH2:3][CH2:2]1.O[N:9]1[C:13](=[O:14])[C:12]2=[CH:15][CH:16]=[CH:17][CH:18]=[C:11]2[C:10]1=[O:19].N(C(OC(C)(C)C)=O)=NC(OC(C)(C)C)=O. The catalyst is O1CCCC1. The product is [CH:1]1([O:7][N:9]2[C:13](=[O:14])[C:12]3[C:11](=[CH:18][CH:17]=[CH:16][CH:15]=3)[C:10]2=[O:19])[CH2:6][CH2:5][CH2:4][CH2:3][CH2:2]1. The yield is 0.750. (6) The reactants are C([NH:5][S:6]([C:9]1[S:10][C:11]([C:14]2[CH:19]=[CH:18][CH:17]=[C:16]([C:20]3[N:25]=[C:24]([C:26]([F:29])([F:28])[F:27])[CH:23]=[C:22]([C:30]4[CH:35]=[CH:34][C:33]([C:36]([F:39])([F:38])[F:37])=[CH:32][CH:31]=4)[N:21]=3)[CH:15]=2)=[CH:12][CH:13]=1)(=[O:8])=[O:7])(C)(C)C.C(O)(C(F)(F)F)=O. The catalyst is ClCCl. The product is [F:29][C:26]([F:27])([F:28])[C:24]1[CH:23]=[C:22]([C:30]2[CH:31]=[CH:32][C:33]([C:36]([F:39])([F:38])[F:37])=[CH:34][CH:35]=2)[N:21]=[C:20]([C:16]2[CH:15]=[C:14]([C:11]3[S:10][C:9]([S:6]([NH2:5])(=[O:8])=[O:7])=[CH:13][CH:12]=3)[CH:19]=[CH:18][CH:17]=2)[N:25]=1. The yield is 0.380. (7) The reactants are Cl.[NH2:2][OH:3].C([O-])(=O)C.[Na+].[CH2:9]([N:16]1[CH2:21][CH:20]2[CH:18]([CH:19]2[CH:22]=O)[CH2:17]1)[C:10]1[CH:15]=[CH:14][CH:13]=[CH:12][CH:11]=1. The catalyst is CCO. The product is [CH2:9]([N:16]1[CH2:21][CH:20]2[CH:18]([CH:19]2[CH:22]=[N:2][OH:3])[CH2:17]1)[C:10]1[CH:15]=[CH:14][CH:13]=[CH:12][CH:11]=1. The yield is 0.910. (8) The reactants are [C:1]([O:5][C:6](=[O:21])[CH2:7][C@@H:8]([CH2:12][CH2:13][CH2:14][C:15]1[CH:20]=[CH:19][CH:18]=[CH:17][CH:16]=1)[C:9]([OH:11])=[O:10])([CH3:4])([CH3:3])[CH3:2]. The catalyst is CO.[Rh]. The product is [C:1]([O:5][C:6](=[O:21])[CH2:7][C@@H:8]([CH2:12][CH2:13][CH2:14][CH:15]1[CH2:16][CH2:17][CH2:18][CH2:19][CH2:20]1)[C:9]([OH:11])=[O:10])([CH3:4])([CH3:2])[CH3:3]. The yield is 0.890. (9) The reactants are C[O:2][C:3]([C:5]1[CH:10]=[CH:9][C:8]([C:11]2[CH:16]=[CH:15][C:14]([Cl:17])=[CH:13][CH:12]=2)=[CH:7][C:6]=1[O:18][CH3:19])=[O:4].O.[Li+].[OH-]. The catalyst is C1COCC1. The product is [Cl:17][C:14]1[CH:13]=[CH:12][C:11]([C:8]2[CH:9]=[CH:10][C:5]([C:3]([OH:4])=[O:2])=[C:6]([O:18][CH3:19])[CH:7]=2)=[CH:16][CH:15]=1. The yield is 0.910.